Dataset: Forward reaction prediction with 1.9M reactions from USPTO patents (1976-2016). Task: Predict the product of the given reaction. (1) Given the reactants Br[C:2]1[C:3]([F:20])=[CH:4][C:5]([F:19])=[C:6]([C@:8]2([CH3:18])[CH2:13][N:12]3[CH:14]=[CH:15][N:16]=[C:11]3[C:10]([NH2:17])=[N:9]2)[CH:7]=1.[N:21]1[CH:26]=[C:25](B(O)O)[CH:24]=[N:23][CH:22]=1.C(=O)([O-])[O-].[K+].[K+], predict the reaction product. The product is: [F:19][C:5]1[CH:4]=[C:3]([F:20])[C:2]([C:25]2[CH:26]=[N:21][CH:22]=[N:23][CH:24]=2)=[CH:7][C:6]=1[C@:8]1([CH3:18])[CH2:13][N:12]2[CH:14]=[CH:15][N:16]=[C:11]2[C:10]([NH2:17])=[N:9]1. (2) Given the reactants [Cl:1][C:2]1[CH:7]=[CH:6][C:5]([CH2:8][C:9]([OH:11])=[O:10])=[CH:4][CH:3]=1.[CH2:12](O)[CH3:13], predict the reaction product. The product is: [CH2:12]([O:10][C:9](=[O:11])[CH2:8][C:5]1[CH:4]=[CH:3][C:2]([Cl:1])=[CH:7][CH:6]=1)[CH3:13]. (3) The product is: [CH2:21]([NH:20][C:19]([C:15]1[S:14][C:13]([N:10]2[CH:11]=[CH:12][C:7]([CH2:32][CH2:33][C:34]3[CH:39]=[CH:38][CH:37]=[CH:36][CH:35]=3)=[CH:8][C:9]2=[O:29])=[CH:17][C:16]=1[CH3:18])=[O:28])[C:22]1[CH:27]=[CH:26][CH:25]=[CH:24][CH:23]=1. Given the reactants FC(F)(F)S(O[C:7]1[CH:12]=[CH:11][N:10]([C:13]2[S:14][C:15]([C:19](=[O:28])[NH:20][CH2:21][C:22]3[CH:27]=[CH:26][CH:25]=[CH:24][CH:23]=3)=[C:16]([CH3:18])[CH:17]=2)[C:9](=[O:29])[CH:8]=1)(=O)=O.[CH2:32](B(O)O)[CH2:33][C:34]1[CH:39]=[CH:38][CH:37]=[CH:36][CH:35]=1.ClCCl.C(=O)([O-])[O-].[K+].[K+], predict the reaction product.